From a dataset of Forward reaction prediction with 1.9M reactions from USPTO patents (1976-2016). Predict the product of the given reaction. (1) The product is: [Cl:29][C:30]1[CH:35]=[CH:34][CH:33]=[CH:32][C:31]=1[C:36]1[N:39]=[C:26]([CH:12]2[CH2:13][CH:14]([C:16]3[CH:21]=[CH:20][C:19]([C:22]([F:24])([F:23])[F:25])=[CH:18][CH:17]=3)[CH2:15][N:10]([C:8]([N:5]3[CH2:6][CH2:7][CH:2]([OH:1])[CH2:3][CH2:4]3)=[O:9])[CH2:11]2)[O:27][N:37]=1. Given the reactants [OH:1][CH:2]1[CH2:7][CH2:6][N:5]([C:8]([N:10]2[CH2:15][CH:14]([C:16]3[CH:21]=[CH:20][C:19]([C:22]([F:25])([F:24])[F:23])=[CH:18][CH:17]=3)[CH2:13][CH:12]([C:26](O)=[O:27])[CH2:11]2)=[O:9])[CH2:4][CH2:3]1.[Cl:29][C:30]1[CH:35]=[CH:34][CH:33]=[CH:32][C:31]=1[C:36](=[NH:39])[NH:37]O, predict the reaction product. (2) Given the reactants [CH2:1]([Zn]CC)C.FC(F)(F)C(O)=O.ICI.[F:16][C:17]([F:26])([CH2:23][CH:24]=[CH2:25])[C:18]([O:20][CH2:21][CH3:22])=[O:19], predict the reaction product. The product is: [CH:24]1([CH2:23][C:17]([F:26])([F:16])[C:18]([O:20][CH2:21][CH3:22])=[O:19])[CH2:1][CH2:25]1. (3) The product is: [OH:14][C:15]1[C:10]2[C:8](=[CH:7][CH:6]=[C:5]([O:4][CH2:1][CH2:2][CH3:3])[CH:11]=2)[N:9]=[CH:22][C:16]=1[C:17]([O:19][CH2:20][CH3:21])=[O:18]. Given the reactants [CH2:1]([O:4][C:5]1[CH:11]=[CH:10][C:8]([NH2:9])=[CH:7][CH:6]=1)[CH2:2][CH3:3].C([O:14][CH:15]=[C:16]([C:22](OCC)=O)[C:17]([O:19][CH2:20][CH3:21])=[O:18])C, predict the reaction product. (4) The product is: [CH3:3][S:4]([C:5]1[C:6]([N:27]2[CH2:32][CH2:31][O:30][CH2:29][CH2:28]2)=[N:7][C:8]([C:11]2[CH:12]=[CH:13][C:14]([NH:17][C:18](=[O:26])[O:19][C:20]3[CH:21]=[CH:22][CH:23]=[CH:24][CH:25]=3)=[CH:15][CH:16]=2)=[N:9][CH:10]=1)=[O:35]. Given the reactants OO.[CH3:3][S:4][C:5]1[C:6]([N:27]2[CH2:32][CH2:31][O:30][CH2:29][CH2:28]2)=[N:7][C:8]([C:11]2[CH:16]=[CH:15][C:14]([NH:17][C:18](=[O:26])[O:19][C:20]3[CH:25]=[CH:24][CH:23]=[CH:22][CH:21]=3)=[CH:13][CH:12]=2)=[N:9][CH:10]=1.CC(OC(C)=O)=[O:35], predict the reaction product. (5) The product is: [Br:32][C:14]1[C:13]2[N:20]=[C:21]([CH2:27][O:28][CH3:29])[N:22]([CH2:23][CH:24]([CH3:26])[CH3:25])[C:12]=2[C:11]2[CH:10]=[C:9]([OH:8])[CH:18]=[CH:17][C:16]=2[N:15]=1. Given the reactants C([O:8][C:9]1[CH:18]=[CH:17][C:16]2[N:15]=[C:14](Cl)[C:13]3[N:20]=[C:21]([CH2:27][O:28][CH3:29])[N:22]([CH2:23][CH:24]([CH3:26])[CH3:25])[C:12]=3[C:11]=2[CH:10]=1)C1C=CC=CC=1.[OH-].[Na+].[BrH:32], predict the reaction product. (6) The product is: [C:1]([O:5][C:6]([N:8]1[CH:13]([CH2:14][OH:15])[CH2:12][O:11][C@H:10]([O:23][CH2:24][CH3:25])[CH2:9]1)=[O:7])([CH3:4])([CH3:3])[CH3:2]. Given the reactants [C:1]([O:5][C:6]([N:8]1[CH:13]([CH2:14][O:15][Si](C(C)(C)C)(C)C)[CH2:12][O:11][C@@H:10]([O:23][CH2:24][CH3:25])[CH2:9]1)=[O:7])([CH3:4])([CH3:3])[CH3:2].[F-].C([N+](CCCC)(CCCC)CCCC)CCC, predict the reaction product. (7) Given the reactants [Br:1][C:2]1[CH:8]=[C:7]([CH3:9])[C:5]([NH2:6])=[C:4]([CH3:10])[CH:3]=1.[C:11](Cl)(=[O:17])[CH2:12][CH2:13][CH2:14][CH2:15][CH3:16], predict the reaction product. The product is: [Br:1][C:2]1[CH:8]=[C:7]([CH3:9])[C:5]([NH:6][C:11](=[O:17])[CH2:12][CH2:13][CH2:14][CH2:15][CH3:16])=[C:4]([CH3:10])[CH:3]=1. (8) The product is: [F:9][C:3]1[CH:4]=[C:5]([F:8])[CH:6]=[CH:7][C:2]=1[CH:23]=[O:24]. Given the reactants Br[C:2]1[CH:7]=[CH:6][C:5]([F:8])=[CH:4][C:3]=1[F:9].[Li]CCCC.[Li]CCCC.CN([CH:23]=[O:24])C.Cl, predict the reaction product. (9) Given the reactants [Cl:1][C:2]1[CH:7]=[CH:6][C:5]([N:8]2[CH2:13][CH2:12][NH:11][CH2:10][C@H:9]2[CH3:14])=[CH:4][CH:3]=1.N1C(C)=CC=CC=1C.[I-].[K+].Br[CH2:26][CH2:27][CH:28]=[C:29]1[C:35]2=[CH:36][CH:37]=[CH:38][NH:39][C:34]2=[CH:33][O:32][C:31]2[CH:40]=[CH:41][C:42]([C:44]([OH:47])([CH3:46])[CH3:45])=[CH:43][C:30]1=2, predict the reaction product. The product is: [Cl:1][C:2]1[CH:3]=[CH:4][C:5]([N:8]2[CH2:13][CH2:12][N:11]([CH2:26][CH2:27][CH:28]=[C:29]3[C:35]4[CH:36]=[CH:37][CH:38]=[N:39][C:34]=4[CH2:33][O:32][C:31]4[CH:40]=[CH:41][C:42]([C:44]([OH:47])([CH3:46])[CH3:45])=[CH:43][C:30]3=4)[CH2:10][C@H:9]2[CH3:14])=[CH:6][CH:7]=1. (10) Given the reactants [C:1]([O-])(=O)[CH3:2].[O:5]=[C:6]1[C@@H:9]([NH3+:10])[CH2:8][NH:7]1.CCN(C(C)C)C(C)C.[CH2:20]([O:29][C:30](N1C=CC=CC1=O)=[O:31])[CH2:21][CH2:22][CH2:23][CH2:24][CH2:25][CH2:26][CH2:27][CH3:28].CCOCC, predict the reaction product. The product is: [C:25]1([CH2:24][CH2:23][CH2:22][CH2:21][CH2:20][O:29][C:30](=[O:31])[NH:10][C@H:9]2[CH2:8][NH:7][C:6]2=[O:5])[CH:26]=[CH:27][CH:28]=[CH:2][CH:1]=1.